Dataset: Full USPTO retrosynthesis dataset with 1.9M reactions from patents (1976-2016). Task: Predict the reactants needed to synthesize the given product. (1) Given the product [NH2:1][C:2]1[C:3]([C:20]([NH:22][NH:23][C:37]([C:36]2[CH:35]=[CH:34][C:33]([CH2:32][NH:31][C:29](=[O:30])[O:28][C:24]([CH3:25])([CH3:26])[CH3:27])=[CH:41][CH:40]=2)=[O:38])=[O:21])=[N:4][C:5]([C:8]2[CH:9]=[CH:10][C:11]([S:14]([CH:17]([CH3:19])[CH3:18])(=[O:15])=[O:16])=[CH:12][CH:13]=2)=[CH:6][N:7]=1, predict the reactants needed to synthesize it. The reactants are: [NH2:1][C:2]1[C:3]([C:20]([NH:22][NH2:23])=[O:21])=[N:4][C:5]([C:8]2[CH:13]=[CH:12][C:11]([S:14]([CH:17]([CH3:19])[CH3:18])(=[O:16])=[O:15])=[CH:10][CH:9]=2)=[CH:6][N:7]=1.[C:24]([O:28][C:29]([NH:31][CH2:32][C:33]1[CH:41]=[CH:40][C:36]([C:37](O)=[O:38])=[CH:35][CH:34]=1)=[O:30])([CH3:27])([CH3:26])[CH3:25].C(N(CC)CC)C.CN(C(ON1N=NC2C=CC=CC1=2)=[N+](C)C)C.[B-](F)(F)(F)F. (2) Given the product [OH:1][C@H:2]([CH3:15])[CH2:3][N:4]1[CH:8]=[C:7]([C:9]([OH:11])=[O:10])[N:6]=[C:5]1[CH3:14], predict the reactants needed to synthesize it. The reactants are: [OH:1][C@H:2]([CH3:15])[CH2:3][N:4]1[CH:8]=[C:7]([C:9]([O:11]CC)=[O:10])[N:6]=[C:5]1[CH3:14].[OH-].[Na+].Cl. (3) Given the product [F:1][C:2]([F:14])([F:15])[O:3][C:4]1[CH:5]=[C:6]([CH2:10][CH2:11][CH2:12][OH:13])[CH:7]=[CH:8][CH:9]=1, predict the reactants needed to synthesize it. The reactants are: [F:1][C:2]([F:15])([F:14])[O:3][C:4]1[CH:5]=[C:6]([C:10]#[C:11][CH2:12][OH:13])[CH:7]=[CH:8][CH:9]=1.[H-].[H-].[H-].[H-].[Li+].[Al+3]. (4) The reactants are: [OH:1][C:2]1[CH:7]=[CH:6][C:5]([CH:8]2[CH2:13][CH2:12][N:11]([C:14]([O:16][CH2:17][C:18]3[CH:23]=[CH:22][CH:21]=[CH:20][CH:19]=3)=[O:15])[CH2:10][CH:9]2[O:24][CH2:25][C:26]2[CH:27]=[CH:28][C:29]3[O:34][CH2:33][CH2:32][N:31]([CH2:35][CH2:36][CH2:37][O:38][CH3:39])[C:30]=3[CH:40]=2)=[CH:4][CH:3]=1.I[CH2:42][CH2:43][CH3:44]. Given the product [CH3:39][O:38][CH2:37][CH2:36][CH2:35][N:31]1[C:30]2[CH:40]=[C:26]([CH2:25][O:24][CH:9]3[CH:8]([C:5]4[CH:6]=[CH:7][C:2]([O:1][CH2:42][CH2:43][CH3:44])=[CH:3][CH:4]=4)[CH2:13][CH2:12][N:11]([C:14]([O:16][CH2:17][C:18]4[CH:19]=[CH:20][CH:21]=[CH:22][CH:23]=4)=[O:15])[CH2:10]3)[CH:27]=[CH:28][C:29]=2[O:34][CH2:33][CH2:32]1, predict the reactants needed to synthesize it. (5) Given the product [CH:1]([C:4]1[C:5]([S:12][C:13]#[N:14])=[CH:6][C:7]([CH3:11])=[C:8]([OH:10])[CH:9]=1)([CH3:3])[CH3:2], predict the reactants needed to synthesize it. The reactants are: [CH:1]([C:4]1[CH:5]=[CH:6][C:7]([CH3:11])=[C:8]([OH:10])[CH:9]=1)([CH3:3])[CH3:2].[S-:12][C:13]#[N:14].[Na+].[Br-].[Na+].BrBr.